Dataset: Catalyst prediction with 721,799 reactions and 888 catalyst types from USPTO. Task: Predict which catalyst facilitates the given reaction. (1) Reactant: [CH3:1][C:2]([CH3:21])([CH3:20])[C:3]([C:5]1[O:6][C:7]2[CH:17]=[CH:16][C:15]([O:18][CH3:19])=[CH:14][C:8]=2[C:9]=1[CH2:10][C:11](O)=[O:12])=[O:4].C1C=CC2N(O)N=NC=2C=1.[CH2:32]([NH:34][CH:35]1[CH2:40][CH2:39][CH2:38][CH2:37][CH2:36]1)[CH3:33].CCN(C(C)C)C(C)C. Product: [CH:35]1([N:34]([CH2:32][CH3:33])[C:11](=[O:12])[CH2:10][C:9]2[C:8]3[CH:14]=[C:15]([O:18][CH3:19])[CH:16]=[CH:17][C:7]=3[O:6][C:5]=2[C:3](=[O:4])[C:2]([CH3:1])([CH3:20])[CH3:21])[CH2:40][CH2:39][CH2:38][CH2:37][CH2:36]1. The catalyst class is: 607. (2) Reactant: [Cl:1][C:2]1[CH:9]=[C:8]([F:10])[C:5]([CH:6]=[O:7])=[C:4](F)[CH:3]=1.[C:12]([O:16][C:17]([N:19]1[CH2:22][CH:21]([OH:23])[CH2:20]1)=[O:18])([CH3:15])([CH3:14])[CH3:13].[H-].[Na+].O. Product: [C:12]([O:16][C:17]([N:19]1[CH2:22][CH:21]([O:23][C:4]2[CH:3]=[C:2]([Cl:1])[CH:9]=[C:8]([F:10])[C:5]=2[CH:6]=[O:7])[CH2:20]1)=[O:18])([CH3:15])([CH3:13])[CH3:14]. The catalyst class is: 31. (3) Reactant: [CH:1]([C:3]1[CH:4]=[C:5]2[C:10](=[CH:11][CH:12]=1)[N:9]=[CH:8][C:7]([C:13]#[N:14])=[C:6]2[CH3:15])=O.COC1C=CC(/C=[C:31]2/[C:32]([NH:34][C:35]([S:37]/2)=[NH:36])=[O:33])=CC=1OC1CCCC1.C([O-])(=O)C.[Na+]. Product: [NH2:36][C:35]1[S:37]/[C:31](=[CH:1]\[C:3]2[CH:4]=[C:5]3[C:10](=[CH:11][CH:12]=2)[N:9]=[CH:8][C:7]([C:13]#[N:14])=[C:6]3[CH3:15])/[C:32](=[O:33])[N:34]=1. The catalyst class is: 15. (4) Product: [N:1]1([C:13]([C:11]2[CH:12]=[N:7][CH:8]=[N:9][CH:10]=2)=[O:14])[CH:5]=[CH:4][N:3]=[CH:2]1. The catalyst class is: 4. Reactant: [NH:1]1[CH:5]=[CH:4][N:3]=[CH:2]1.Cl.[N:7]1[CH:12]=[C:11]([C:13](Cl)=[O:14])[CH:10]=[N:9][CH:8]=1.CC(N(C)C)=O. (5) Reactant: Cl[C:2]1[S:3][C:4]2[CH:10]=[C:9]([Cl:11])[CH:8]=[CH:7][C:5]=2[N:6]=1.[Br:12][C:13]1[CH:19]=[CH:18][C:16]([NH2:17])=[CH:15][CH:14]=1.Cl.O1CCOCC1. The catalyst class is: 51. Product: [Br:12][C:13]1[CH:19]=[CH:18][C:16]([NH:17][C:2]2[S:3][C:4]3[CH:10]=[C:9]([Cl:11])[CH:8]=[CH:7][C:5]=3[N:6]=2)=[CH:15][CH:14]=1. (6) Reactant: [OH:1][C:2]1[CH:9]=[CH:8][C:5]([CH:6]=[O:7])=[CH:4][CH:3]=1.[C:10]([O-])([O-])=O.[K+].[K+].[CH3:16][N:17]([CH:19]=O)[CH3:18]. Product: [CH3:16][N:17]([CH2:19][CH2:10][O:1][C:2]1[CH:9]=[CH:8][C:5]([CH:6]=[O:7])=[CH:4][CH:3]=1)[CH3:18]. The catalyst class is: 6. (7) Reactant: [H-].[Na+].[F:3][C:4]([F:39])([F:38])[C:5]1[CH:10]=[CH:9][C:8](/[CH:11]=[CH:12]/[C:13]2[O:14][CH:15]=[C:16]([CH2:18][O:19][C:20]3[CH:25]=[CH:24][C:23]([CH2:26][CH2:27][CH2:28][CH2:29][N:30]4[CH:34]=[CH:33][N:32]=[C:31]4[CH2:35][CH2:36][OH:37])=[CH:22][CH:21]=3)[N:17]=2)=[CH:7][CH:6]=1.[CH:40]([N:43]=[C:44]=[O:45])([CH3:42])[CH3:41].O. Product: [CH:40]([NH:43][C:44](=[O:45])[O:37][CH2:36][CH2:35][C:31]1[N:30]([CH2:29][CH2:28][CH2:27][CH2:26][C:23]2[CH:24]=[CH:25][C:20]([O:19][CH2:18][C:16]3[N:17]=[C:13](/[CH:12]=[CH:11]/[C:8]4[CH:9]=[CH:10][C:5]([C:4]([F:38])([F:3])[F:39])=[CH:6][CH:7]=4)[O:14][CH:15]=3)=[CH:21][CH:22]=2)[CH:34]=[CH:33][N:32]=1)([CH3:42])[CH3:41]. The catalyst class is: 4. (8) Reactant: [CH:1]([C@@H:4]1[NH:10][CH2:9][C:8]2[CH:11]=[CH:12][C:13]([C:15]([O:17][CH3:18])=[O:16])=[CH:14][C:7]=2[O:6][CH2:5]1)([CH3:3])[CH3:2].Br[C:20]1[CH:25]=[CH:24][N:23]=[CH:22][CH:21]=1.CC(OC1C=CC=C(OC(C)C)C=1C1C(P(C2CCCCC2)C2CCCCC2)=CC=CC=1)C.CC(C)([O-])C.[Na+]. Product: [CH:1]([C@@H:4]1[N:10]([C:20]2[CH:25]=[CH:24][N:23]=[CH:22][CH:21]=2)[CH2:9][C:8]2[CH:11]=[CH:12][C:13]([C:15]([O:17][CH3:18])=[O:16])=[CH:14][C:7]=2[O:6][CH2:5]1)([CH3:3])[CH3:2]. The catalyst class is: 882.